Task: Predict the reactants needed to synthesize the given product.. Dataset: Full USPTO retrosynthesis dataset with 1.9M reactions from patents (1976-2016) Given the product [S:25]1[C:26]2[CH:31]=[CH:30][CH:29]=[CH:28][C:27]=2[C:23]([N:17]2[CH2:18][CH2:19][N:20]([CH2:2][CH2:3][C:4]3[CH:9]=[CH:8][C:7]([N:10]([CH3:14])[C:11](=[O:13])[CH3:12])=[C:6]([CH3:15])[CH:5]=3)[CH2:21][CH2:22]2)=[N:24]1, predict the reactants needed to synthesize it. The reactants are: Cl[CH2:2][CH2:3][C:4]1[CH:9]=[CH:8][C:7]([N:10]([CH3:14])[C:11](=[O:13])[CH3:12])=[C:6]([CH3:15])[CH:5]=1.Cl.[N:17]1([C:23]2[C:27]3[CH:28]=[CH:29][CH:30]=[CH:31][C:26]=3[S:25][N:24]=2)[CH2:22][CH2:21][NH:20][CH2:19][CH2:18]1.